From a dataset of Forward reaction prediction with 1.9M reactions from USPTO patents (1976-2016). Predict the product of the given reaction. Given the reactants [CH3:1][O:2][C:3]1[N:8]=[C:7]([O:9][CH:10]2[CH2:27][CH:26]3[CH:12]([C:13](=[O:33])[N:14]([CH3:32])[CH2:15][CH2:16][CH2:17][CH2:18][CH:19]=[CH:20][CH:21]4[C:23]([C:29](O)=[O:30])([NH:24][C:25]3=[O:28])[CH2:22]4)[CH2:11]2)[CH:6]=[C:5]([O:34][CH3:35])[N:4]=1.[CH:36]1([S:39]([NH2:42])(=[O:41])=[O:40])[CH2:38][CH2:37]1.CCN=C=NCCCN(C)C.C1CCN2C(=NCCC2)CC1, predict the reaction product. The product is: [CH3:1][O:2][C:3]1[N:8]=[C:7]([O:9][CH:10]2[CH2:27][CH:26]3[CH:12]([C:13](=[O:33])[N:14]([CH3:32])[CH2:15][CH2:16][CH2:17][CH2:18][CH:19]=[CH:20][CH:21]4[C:23]([C:29]([NH:42][S:39]([CH:36]5[CH2:38][CH2:37]5)(=[O:41])=[O:40])=[O:30])([NH:24][C:25]3=[O:28])[CH2:22]4)[CH2:11]2)[CH:6]=[C:5]([O:34][CH3:35])[N:4]=1.